From a dataset of Reaction yield outcomes from USPTO patents with 853,638 reactions. Predict the reaction yield, written as a fraction of the theoretical maximum amount of product (1.0 means a 100% yield; for example, 0.34 means a 34% yield). (1) The reactants are [ClH:1].[CH2:2]([C:7]1[N:8]=[C:9]([NH2:12])[NH:10][CH:11]=1)[CH2:3][CH2:4][C:5]#[CH:6].[CH2:13]([N:20]=[N+:21]=[N-:22])[C:14]1[CH:19]=[CH:18][CH:17]=[CH:16][CH:15]=1. No catalyst specified. The product is [ClH:1].[CH2:13]([N:20]1[CH:6]=[C:5]([CH2:4][CH2:3][CH2:2][C:7]2[N:8]=[C:9]([NH2:12])[NH:10][CH:11]=2)[N:22]=[N:21]1)[C:14]1[CH:19]=[CH:18][CH:17]=[CH:16][CH:15]=1. The yield is 0.530. (2) The reactants are Cl[C:2]1[N:6]2[CH:7]=[C:8]([F:11])[CH:9]=[CH:10][C:5]2=[N:4][N:3]=1.[CH3:12][N:13]1[CH2:18][CH2:17][NH:16][CH2:15][CH2:14]1. The catalyst is CC(N(C)C)=O. The product is [F:11][C:8]1[CH:9]=[CH:10][C:5]2[N:6]([C:2]([N:16]3[CH2:17][CH2:18][N:13]([CH3:12])[CH2:14][CH2:15]3)=[N:3][N:4]=2)[CH:7]=1. The yield is 0.320.